Task: Regression. Given a peptide amino acid sequence and an MHC pseudo amino acid sequence, predict their binding affinity value. This is MHC class I binding data.. Dataset: Peptide-MHC class I binding affinity with 185,985 pairs from IEDB/IMGT (1) The peptide sequence is YSYATHHDK. The MHC is HLA-A68:01 with pseudo-sequence HLA-A68:01. The binding affinity (normalized) is 0.742. (2) The peptide sequence is GPSHKARVL. The MHC is HLA-A01:01 with pseudo-sequence HLA-A01:01. The binding affinity (normalized) is 0. (3) The binding affinity (normalized) is 0.677. The peptide sequence is LQIRGRERF. The MHC is HLA-B15:01 with pseudo-sequence HLA-B15:01. (4) The peptide sequence is ASGKLVTQW. The MHC is HLA-B58:01 with pseudo-sequence HLA-B58:01. The binding affinity (normalized) is 0.745. (5) The binding affinity (normalized) is 0. The MHC is HLA-B18:01 with pseudo-sequence HLA-B18:01. The peptide sequence is AEMDGIQYG. (6) The peptide sequence is MVMCGGSLYV. The MHC is HLA-A02:01 with pseudo-sequence HLA-A02:01. The binding affinity (normalized) is 0.756. (7) The peptide sequence is YELWPTKWKL. The MHC is Mamu-B01 with pseudo-sequence Mamu-B01. The binding affinity (normalized) is 0.0476. (8) The peptide sequence is ISEPMFHQG. The MHC is HLA-A03:01 with pseudo-sequence HLA-A03:01. The binding affinity (normalized) is 0.0847. (9) The peptide sequence is YTGNYQCGHY. The MHC is HLA-A26:01 with pseudo-sequence HLA-A26:01. The binding affinity (normalized) is 0.552. (10) The peptide sequence is KLVEITPIGL. The MHC is HLA-A02:01 with pseudo-sequence HLA-A02:01. The binding affinity (normalized) is 0.576.